This data is from Full USPTO retrosynthesis dataset with 1.9M reactions from patents (1976-2016). The task is: Predict the reactants needed to synthesize the given product. (1) Given the product [Cl:1][C:2]1[CH:34]=[CH:33][C:32]([OH:35])=[CH:31][C:3]=1[C:4]([NH:6][C:7]1[CH:8]=[N:9][C:10]([NH:13][C:14]2[CH:19]=[CH:18][C:17]([S:20]([CH2:23][CH2:24][CH2:25][N:26]3[CH2:27][CH2:28][CH2:29][CH2:30]3)(=[O:21])=[O:22])=[CH:16][CH:15]=2)=[N:11][CH:12]=1)=[O:5], predict the reactants needed to synthesize it. The reactants are: [Cl:1][C:2]1[CH:34]=[CH:33][C:32]([O:35]C)=[CH:31][C:3]=1[C:4]([NH:6][C:7]1[CH:8]=[N:9][C:10]([NH:13][C:14]2[CH:19]=[CH:18][C:17]([S:20]([CH2:23][CH2:24][CH2:25][N:26]3[CH2:30][CH2:29][CH2:28][CH2:27]3)(=[O:22])=[O:21])=[CH:16][CH:15]=2)=[N:11][CH:12]=1)=[O:5].B(Br)(Br)Br.S([O-])([O-])(=O)=S.[Na+].[Na+]. (2) Given the product [CH3:1][CH:2]([CH3:14])[CH2:3][S:4]([C:6]1[CH:7]=[C:8]([CH:9]=[CH:10][CH:11]=1)[CH:12]=[O:13])=[O:5], predict the reactants needed to synthesize it. The reactants are: [CH3:1][CH:2]([CH3:14])[CH2:3][S:4]([C:6]1[CH:7]=[C:8]([CH2:12][OH:13])[CH:9]=[CH:10][CH:11]=1)=[O:5].CC(OI1(OC(C)=O)(OC(C)=O)OC(=O)C2C=CC=CC1=2)=O. (3) Given the product [I:30][C:26]1[CH:25]=[C:24]([N:23]2[S:31](=[O:43])(=[O:42])[NH:32][C:33](=[O:34])[CH2:22]2)[CH:29]=[CH:28][CH:27]=1, predict the reactants needed to synthesize it. The reactants are: [F-].C([N+](CCCC)(CCCC)CCCC)CCC.COC(=O)[CH2:22][N:23]([S:31](=[O:43])(=[O:42])[NH:32][C:33](OCC[Si](C)(C)C)=[O:34])[C:24]1[CH:29]=[CH:28][CH:27]=[C:26]([I:30])[CH:25]=1.CCOC(C)=O.CCCCCC. (4) Given the product [F:37][C:31]1[CH:32]=[CH:33][C:34]([F:36])=[CH:35][C:30]=1[CH2:29][NH:28][C:26](=[O:27])[CH:22]([CH3:21])[C:23]([NH:1][CH:2]1[C:3](=[O:20])[N:4]([CH3:19])[C:5]2[CH:18]=[CH:17][CH:16]=[CH:15][C:6]=2[C:7]([C:9]2[CH:14]=[CH:13][CH:12]=[CH:11][CH:10]=2)=[N:8]1)=[O:24], predict the reactants needed to synthesize it. The reactants are: [NH2:1][CH:2]1[N:8]=[C:7]([C:9]2[CH:14]=[CH:13][CH:12]=[CH:11][CH:10]=2)[C:6]2[CH:15]=[CH:16][CH:17]=[CH:18][C:5]=2[N:4]([CH3:19])[C:3]1=[O:20].[CH3:21][CH:22]([C:26]([NH:28][CH2:29][C:30]1[CH:35]=[C:34]([F:36])[CH:33]=[CH:32][C:31]=1[F:37])=[O:27])[C:23](O)=[O:24]. (5) Given the product [N:5]1[CH:6]=[CH:7][C:2]([NH:1][C:24](=[O:25])[O:23][C:17]2[CH:22]=[CH:21][CH:20]=[CH:19][CH:18]=2)=[CH:3][N:4]=1, predict the reactants needed to synthesize it. The reactants are: [NH2:1][C:2]1[CH:7]=[CH:6][N:5]=[N:4][CH:3]=1.CC#N.N1C=CC=CC=1.[C:17]1([O:23][C:24](Cl)=[O:25])[CH:22]=[CH:21][CH:20]=[CH:19][CH:18]=1. (6) Given the product [ClH:23].[F:1][C:2]([F:17])([F:16])[C:3]1[CH:8]=[CH:7][CH:6]=[CH:5][C:4]=1[C:9]1[O:13][C:12]([CH:14]=[N:22][NH:21][C:18]([NH2:20])=[NH:19])=[CH:11][CH:10]=1, predict the reactants needed to synthesize it. The reactants are: [F:1][C:2]([F:17])([F:16])[C:3]1[CH:8]=[CH:7][CH:6]=[CH:5][C:4]=1[C:9]1[O:13][C:12]([CH:14]=O)=[CH:11][CH:10]=1.[C:18]([NH:21][NH2:22])([NH2:20])=[NH:19].[ClH:23]. (7) Given the product [Cl:42][C:13]1[CH:14]=[C:15]([CH:40]=[CH:41][C:12]=1[NH:11][C:2]([O:4][C:5]1[CH:10]=[CH:9][CH:8]=[CH:7][CH:6]=1)=[O:3])[O:16][C:17]1[CH:22]=[CH:21][N:20]=[C:19]([NH:23][C:24](=[O:39])[CH2:25][CH:26]2[CH2:31][CH2:30][N:29]([C:32]([O:34][C:35]([CH3:38])([CH3:36])[CH3:37])=[O:33])[CH2:28][CH2:27]2)[CH:18]=1, predict the reactants needed to synthesize it. The reactants are: Cl[C:2]([O:4][C:5]1[CH:10]=[CH:9][CH:8]=[CH:7][CH:6]=1)=[O:3].[NH2:11][C:12]1[CH:41]=[CH:40][C:15]([O:16][C:17]2[CH:22]=[CH:21][N:20]=[C:19]([NH:23][C:24](=[O:39])[CH2:25][CH:26]3[CH2:31][CH2:30][N:29]([C:32]([O:34][C:35]([CH3:38])([CH3:37])[CH3:36])=[O:33])[CH2:28][CH2:27]3)[CH:18]=2)=[CH:14][C:13]=1[Cl:42].N1C=CC=CC=1.CN(C)C=O.